Dataset: Full USPTO retrosynthesis dataset with 1.9M reactions from patents (1976-2016). Task: Predict the reactants needed to synthesize the given product. (1) The reactants are: [O:1]=[C:2]1[CH2:7][CH2:6][CH:5]([CH2:8][C:9]([O:11][CH2:12][CH3:13])=[O:10])[CH2:4][CH2:3]1.[Li+].C[Si]([N-][Si](C)(C)C)(C)C.C1(N([S:31]([C:34]([F:37])([F:36])[F:35])(=[O:33])=[O:32])[S:31]([C:34]([F:37])([F:36])[F:35])(=[O:33])=[O:32])C=CC=CC=1. Given the product [F:35][C:34]([F:37])([F:36])[S:31]([O:1][C:2]1[CH2:7][CH2:6][CH:5]([CH2:8][C:9]([O:11][CH2:12][CH3:13])=[O:10])[CH2:4][CH:3]=1)(=[O:33])=[O:32], predict the reactants needed to synthesize it. (2) Given the product [C:18]1([CH:2]2[O:1][C:46](=[O:48])[NH:43][CH:3]2[CH2:7][C:8]2[CH:13]=[CH:12][C:11]([C:14]([F:15])([F:16])[F:17])=[CH:10][CH:9]=2)[CH:23]=[CH:22][CH:21]=[CH:20][CH:19]=1, predict the reactants needed to synthesize it. The reactants are: [OH:1][CH:2]([C:18]1[CH:23]=[CH:22][CH:21]=[CH:20][CH:19]=1)[CH:3]([CH2:7][C:8]1[CH:13]=[CH:12][C:11]([C:14]([F:17])([F:16])[F:15])=[CH:10][CH:9]=1)C(O)=O.C1(P(N=[N+]=[N-])(C2C=CC=CC=2)=O)C=CC=CC=1.C([N:43]([CH2:46]C)CC)C.[OH2:48].